Dataset: Experimentally validated miRNA-target interactions with 360,000+ pairs, plus equal number of negative samples. Task: Binary Classification. Given a miRNA mature sequence and a target amino acid sequence, predict their likelihood of interaction. (1) The miRNA is hsa-miR-216a-3p with sequence UCACAGUGGUCUCUGGGAUUAU. The protein sequence of the target gene is MRLKMTTRNFPEREVPCDVEVERFTREVPCLSSLGDGWDCENQEGHLRQSALTLEKPGTQEAICEYPGFGEHLIASSDLPPSQRVLATNGFHAPDSNVSGLDCDPALPSYPKSYADKRTGDSDACGKGFNHSMEVIHGRNPVREKPYKYPESVKSFNHFTSLGHQKIMKRGKKSYEGKNFENIFTLSSSLNENQRNLPGEKQYRCTECGKCFKRNSSLVLHHRTHTGEKPYTCNECGKSFSKNYNLIVHQRIHTGEKPYECSKCGKAFSDGSALTQHQRIHTGEKPYECLECGKTFNRNS.... Result: 1 (interaction). (2) The miRNA is mmu-miR-335-5p with sequence UCAAGAGCAAUAACGAAAAAUGU. The protein sequence of the target gene is MNHQQQQQQQKAGEQQLSEPEDMEMEAGDTDDPPRITQNPVINGNVALSDGHNTAEEDMEDDTSWRSEATFQFTVERFSRLSESVLSPPCFVRNLPWKIMVMPRFYPDRPHQKSVGFFLQCNAESDSTSWSCHAQAVLKIINYRDDEKSFSRRISHLFFHKENDWGFSNFMAWSEVTDPEKGFIDDDKVTFEVFVQADAPHGVAWDSKKHTGYVGLKNQGATCYMNSLLQTLFFTNQLRKAVYMMPTEGDDSSKSVPLALQRVFYELQHSDKPVGTKKLTKSFGWETLDSFMQHDVQELC.... Result: 0 (no interaction). (3) The miRNA is hsa-miR-583 with sequence CAAAGAGGAAGGUCCCAUUAC. The protein sequence of the target gene is MLRTAMGLRSWLAAPWGALPPRPPLLLLLLLLLLLQPPPPTWALSPRISLPLGSEERPFLRFEAEHISNYTALLLSRDGRTLYVGAREALFALSSNLSFLPGGEYQELLWGADAEKKQQCSFKGKDPQRDCQNYIKILLPLSGSHLFTCGTAAFSPMCTYINMENFTLARDEKGNVLLEDGKGRCPFDPNFKSTALVVDGELYTGTVSSFQGNDPAISRSQSLRPTKTESSLNWLQDPAFVASAYIPESLGSLQGDDDKIYFFFSETGQEFEFFENTIVSRIARICKGDEGGERVLQQRW.... Result: 0 (no interaction). (4) The miRNA is gga-miR-9-5p with sequence UCUUUGGUUAUCUAGCUGUAUGA. The protein sequence of the target gene is MARGPKKHLKRVAAPKHWMLDKLTGVFAPRPSTGPHKLRECLPLIIFLRNRLKYALTGDEVKKICMQRFIKIDGKVRTDITYPAGFMDVISIDKTGENFRLIYDTKGRFAVHRITPEEAKYKLCKVRKIFVGTKGIPHLVTHDARTIRYPDPLIKVNDTIQIDLETGKITDFIKFDTGNLCMVTGGANLGRIGVITNRERHPGSFDVVHVKDANGNSFATRLSNIFVIGKGNKPWISLPRGKGIRLTIAEERDKRLAAKQSSG. Result: 0 (no interaction). (5) The miRNA is hsa-miR-105-5p with sequence UCAAAUGCUCAGACUCCUGUGGU. The protein sequence of the target gene is MMAVDIEYRYNCMAPSLRQERFAFKISPKPSKPLRPCIQLSSKNEASGMVAPAVQEKKVKKRVSFADNQGLALTMVKVFSEFDDPLDMPFNITELLDNIVSLTTAESESFVLDFSQPSADYLDFRNRLQADHVCLENCVLKDKAIAGTVKVQNLAFEKTVKIRMTFDTWKSYTDFPCQYVKDTYAGSDRDTFSFDISLPEKIQSYERMEFAVYYECNGQTYWDSNRGKNYRIIRAELKSTQGMTKPHSGPDLGISFDQFGSPRCSYGLFPEWPSYLGYEKLGPYY. Result: 1 (interaction). (6) The miRNA is mmu-miR-466e-5p with sequence GAUGUGUGUGUACAUGUACAUA. The protein sequence of the target gene is MFNMKILVIPLFWGLVTGYKGNSSDSSAPRLLLVSFDGFRADYLKSYDLPHLQNFIKEGVLVEHVKNVFITKTFPNHYSIVTGLYEESHGIVANSMYDSVTKKHFSESNDKDPFWWNGAEPIWVTNQLQENRSSAAAMWPGTDVPIHNITASYFMNYSSSVSFKERLGNVTTWLSSSNPPVTFAALYWEEPDVSGHKYGPEDKENMRRVLKEVDDLIGDIVLKLKVLGLWDSLNVIITSDHGMAQCSKNRLIDLDSCIDRSNYSVIDLTPVAAILPKINVTEVYDKLKRCNPHMNVYLKE.... Result: 1 (interaction). (7) The miRNA is hsa-miR-100-3p with sequence CAAGCUUGUAUCUAUAGGUAUG. The protein sequence of the target gene is MSGPGNKRAAGDGGSGPPEKKLSREEKTTTTLIEPIRLGGISSTEEMDLKVLQFKNKKLAERLEQRQACEDELRERIEKLEKRQATDDATLLIVNRYWAQLDETVEALLRCHESQGELSSAPEAPGTQEGPTCDGTPLPEPGTSELRDPLLMQLRPPLSEPALAFVVALGASSSEEVELELQGRMEFSKAAVSRVVEASDRLQRRVEELCQRVYSRGDSEPLSEAAQAHTRELGRENRRLQDLATQLQEKHHRISLEYSELQDKVTSAETKVLEMETTVEDLQWDIEKLRKREQKLNKHL.... Result: 0 (no interaction).